From a dataset of Forward reaction prediction with 1.9M reactions from USPTO patents (1976-2016). Predict the product of the given reaction. Given the reactants [C:1]([C:3]1[N:8]=[C:7]([C:9]2[CH:14]=[CH:13][CH:12]=[C:11]([C:15]([OH:17])=[O:16])[N:10]=2)[CH:6]=[CH:5][CH:4]=1)#[N:2].[CH3:18][Si:19]([CH:22](O)[CH3:23])([CH3:21])[CH3:20].C1CCC(N=C=NC2CCCCC2)CC1, predict the reaction product. The product is: [C:1]([C:3]1[N:8]=[C:7]([C:9]2[CH:14]=[CH:13][CH:12]=[C:11]([C:15]([O:17][CH2:23][CH2:22][Si:19]([CH3:21])([CH3:20])[CH3:18])=[O:16])[N:10]=2)[CH:6]=[CH:5][CH:4]=1)#[N:2].